This data is from Forward reaction prediction with 1.9M reactions from USPTO patents (1976-2016). The task is: Predict the product of the given reaction. (1) Given the reactants [Cl:1][C:2]1[CH:9]=[CH:8][C:5]([C:6]#[N:7])=[C:4]([O:10][C:11]2[CH:16]=[CH:15][CH:14]=[C:13]([CH2:17]Cl)[C:12]=2[CH2:19][CH3:20])[CH:3]=1.[NH3:21].[C:22]([OH:29])(=[O:28])/[CH:23]=[CH:24]/[C:25]([OH:27])=[O:26], predict the reaction product. The product is: [C:22]([OH:29])(=[O:28])/[CH:23]=[CH:24]/[C:25]([OH:27])=[O:26].[NH2:21][CH2:17][C:13]1[C:12]([CH2:19][CH3:20])=[C:11]([CH:16]=[CH:15][CH:14]=1)[O:10][C:4]1[CH:3]=[C:2]([Cl:1])[CH:9]=[CH:8][C:5]=1[C:6]#[N:7].[NH2:21][CH2:17][C:13]1[C:12]([CH2:19][CH3:20])=[C:11]([CH:16]=[CH:15][CH:14]=1)[O:10][C:4]1[CH:3]=[C:2]([Cl:1])[CH:9]=[CH:8][C:5]=1[C:6]#[N:7]. (2) Given the reactants Cl[CH2:2][C:3]([CH:5]1[CH2:9][CH2:8][CH2:7][N:6]1[C:10]([O:12][C:13]([CH3:16])([CH3:15])[CH3:14])=[O:11])=O.[NH2:17][C:18]([NH2:20])=[S:19], predict the reaction product. The product is: [NH2:20][C:18]1[S:19][CH:2]=[C:3]([CH:5]2[CH2:9][CH2:8][CH2:7][N:6]2[C:10]([O:12][C:13]([CH3:16])([CH3:15])[CH3:14])=[O:11])[N:17]=1.